From a dataset of Forward reaction prediction with 1.9M reactions from USPTO patents (1976-2016). Predict the product of the given reaction. (1) Given the reactants [C:1]([C:5]1[N:10]=[C:9]([CH2:11][CH2:12][O:13]C)[CH:8]=[C:7]([N:15]2[CH2:20][CH2:19][NH:18][CH2:17][CH2:16]2)[N:6]=1)([CH3:4])([CH3:3])[CH3:2].B(Br)(Br)Br, predict the reaction product. The product is: [C:1]([C:5]1[N:10]=[C:9]([CH2:11][CH2:12][OH:13])[CH:8]=[C:7]([N:15]2[CH2:16][CH2:17][NH:18][CH2:19][CH2:20]2)[N:6]=1)([CH3:4])([CH3:2])[CH3:3]. (2) Given the reactants [Cl:1][C:2]1[CH:16]=[CH:15][C:5]([O:6][C:7]2[CH:12]=[CH:11][C:10]([CH2:13][OH:14])=[CH:9][CH:8]=2)=[CH:4][C:3]=1[C:17]([F:20])([F:19])[F:18].Cl[C:22]1[CH:23]=[C:24]2[N:31]([CH:32]3[CH2:34][CH2:33]3)[CH2:30][CH2:29][N:25]2[C:26](=[O:28])[N:27]=1, predict the reaction product. The product is: [Cl:1][C:2]1[CH:16]=[CH:15][C:5]([O:6][C:7]2[CH:12]=[CH:11][C:10]([CH2:13][O:14][C:22]3[CH:23]=[C:24]4[N:31]([CH:32]5[CH2:34][CH2:33]5)[CH2:30][CH2:29][N:25]4[C:26](=[O:28])[N:27]=3)=[CH:9][CH:8]=2)=[CH:4][C:3]=1[C:17]([F:18])([F:19])[F:20]. (3) The product is: [CH3:18][S:17][C:16]1[C:7]([OH:6])=[CH:8][C:9]2[C:14]([CH:15]=1)=[CH:13][CH:12]=[CH:11][CH:10]=2. Given the reactants B(Br)(Br)Br.C[O:6][C:7]1[C:16]([S:17][CH3:18])=[CH:15][C:14]2[C:9](=[CH:10][CH:11]=[CH:12][CH:13]=2)[CH:8]=1, predict the reaction product. (4) Given the reactants [NH2:1][C:2]1[C:3]([CH3:13])=[C:4]([CH:9]=[CH:10][C:11]=1[Cl:12])[C:5]([O:7][CH3:8])=[O:6].F[B-](F)(F)F.[NH4+].Cl.[N:21]([O-])=O.[Na+].C([O-])(=O)C.[K+], predict the reaction product. The product is: [Cl:12][C:11]1[C:2]2[NH:1][N:21]=[CH:13][C:3]=2[C:4]([C:5]([O:7][CH3:8])=[O:6])=[CH:9][CH:10]=1.